The task is: Predict the product of the given reaction.. This data is from Forward reaction prediction with 1.9M reactions from USPTO patents (1976-2016). (1) Given the reactants [Cl:1][C:2]1[CH:7]=[CH:6][CH:5]=[C:4]([F:8])[C:3]=1[C:9]1[NH:13][C:12](=[O:14])[N:11]([C:15]2[CH:24]=[CH:23][C:18]([C:19](OC)=O)=[C:17]([O:25][CH3:26])[CH:16]=2)[N:10]=1.[CH3:27][C:28]1[CH:33]=[C:32]([NH2:34])[C:31]([NH2:35])=[C:30](C)[C:29]=1[CH3:37].[CH3:38][Al](C)C, predict the reaction product. The product is: [Cl:1][C:2]1[CH:7]=[CH:6][CH:5]=[C:4]([F:8])[C:3]=1[C:9]1[NH:13][C:12](=[O:14])[N:11]([C:15]2[CH:24]=[CH:23][C:18]([C:19]3[N:35]([CH3:38])[C:31]4[CH:30]=[C:29]([CH3:37])[C:28]([CH3:27])=[CH:33][C:32]=4[N:34]=3)=[C:17]([O:25][CH3:26])[CH:16]=2)[N:10]=1. (2) Given the reactants [F:1][C:2]1[CH:7]=[C:6](I)[CH:5]=[CH:4][C:3]=1[N:9]1[CH:14]=[C:13]([O:15][CH3:16])[C:12](=[O:17])[C:11]([C:18]2[N:22]([C:23]3[CH:28]=[CH:27][CH:26]=[CH:25][CH:24]=3)[N:21]=[CH:20][CH:19]=2)=[N:10]1.Cl.[CH3:30][C:31]1([OH:37])[CH2:36][CH2:35][NH:34][CH2:33][CH2:32]1.CC(C)([O-])C.[Na+].CC1(C)C2C(=C(P(C3C=CC=CC=3)C3C=CC=CC=3)C=CC=2)OC2C(P(C3C=CC=CC=3)C3C=CC=CC=3)=CC=CC1=2.C([O-])(O)=O.[Na+], predict the reaction product. The product is: [F:1][C:2]1[CH:7]=[C:6]([N:34]2[CH2:35][CH2:36][C:31]([OH:37])([CH3:30])[CH2:32][CH2:33]2)[CH:5]=[CH:4][C:3]=1[N:9]1[CH:14]=[C:13]([O:15][CH3:16])[C:12](=[O:17])[C:11]([C:18]2[N:22]([C:23]3[CH:28]=[CH:27][CH:26]=[CH:25][CH:24]=3)[N:21]=[CH:20][CH:19]=2)=[N:10]1. (3) Given the reactants [NH2:1][C:2]1[O:3][CH2:4][C:5]2([N:30]=1)[C:14]1([CH2:17][O:16][CH2:15]1)[C:13]([CH3:19])([CH3:18])[O:12][C:11]1[C:6]2=[CH:7][C:8]([NH:20][C:21]([C:23]2[CH:28]=[CH:27][C:26]([Cl:29])=[CH:25][N:24]=2)=[O:22])=[CH:9][CH:10]=1.C(=O)=O, predict the reaction product. The product is: [NH2:1][C:2]1[O:3][CH2:4][C@:5]2([N:30]=1)[C:14]1([CH2:15][O:16][CH2:17]1)[C:13]([CH3:18])([CH3:19])[O:12][C:11]1[C:6]2=[CH:7][C:8]([NH:20][C:21]([C:23]2[CH:28]=[CH:27][C:26]([Cl:29])=[CH:25][N:24]=2)=[O:22])=[CH:9][CH:10]=1.